Dataset: Full USPTO retrosynthesis dataset with 1.9M reactions from patents (1976-2016). Task: Predict the reactants needed to synthesize the given product. (1) The reactants are: [CH2:1]([C:4]1[N:5]([CH2:17][CH2:18][CH2:19][CH2:20][CH2:21][C:22]([OH:24])=O)[C:6]2[C:15]3[CH:14]=[CH:13][CH:12]=[CH:11][C:10]=3[N:9]=[CH:8][C:7]=2[N:16]=1)[CH2:2][CH3:3].C(Cl)(=O)C(Cl)=O.[CH2:31]([NH2:34])[CH2:32][CH3:33]. Given the product [CH2:31]([NH:34][C:22](=[O:24])[CH2:21][CH2:20][CH2:19][CH2:18][CH2:17][N:5]1[C:6]2[C:15]3[CH:14]=[CH:13][CH:12]=[CH:11][C:10]=3[N:9]=[CH:8][C:7]=2[N:16]=[C:4]1[CH2:1][CH2:2][CH3:3])[CH2:32][CH3:33], predict the reactants needed to synthesize it. (2) Given the product [C:17]([OH:24])(=[O:23])/[CH:18]=[CH:19]/[C:20]([OH:22])=[O:21].[N:1]1([C:9]2[CH:10]=[N:11][CH:12]=[C:13]([CH:16]=2)[C:14]#[N:15])[CH2:5][CH2:4][C@H:3]2[CH2:6][NH:7][CH2:8][C@@H:2]12, predict the reactants needed to synthesize it. The reactants are: [N:1]1([C:9]2[CH:10]=[N:11][CH:12]=[C:13]([CH:16]=2)[C:14]#[N:15])[CH2:5][CH2:4][C@H:3]2[CH2:6][NH:7][CH2:8][C@@H:2]12.[C:17]([OH:24])(=[O:23])/[CH:18]=[CH:19]/[C:20]([OH:22])=[O:21].